From a dataset of Full USPTO retrosynthesis dataset with 1.9M reactions from patents (1976-2016). Predict the reactants needed to synthesize the given product. (1) Given the product [Cl:1][C:2]1[CH:3]=[C:4]2[C:9](=[CH:10][C:11]=1[C:12]([N:67]1[CH2:68][CH2:69][C:64](=[CH2:63])[CH2:65][CH2:66]1)=[O:14])[N:8]=[CH:7][N:6]=[C:5]2[NH:15][CH:16]([C:18]1[NH:22][C:21]2[CH:23]=[CH:24][C:25]([Cl:27])=[CH:26][C:20]=2[N:19]=1)[CH3:17], predict the reactants needed to synthesize it. The reactants are: [Cl:1][C:2]1[CH:3]=[C:4]2[C:9](=[CH:10][C:11]=1[C:12]([OH:14])=O)[N:8]=[CH:7][N:6]=[C:5]2[NH:15][CH:16]([C:18]1[NH:22][C:21]2[CH:23]=[CH:24][C:25]([Cl:27])=[CH:26][C:20]=2[N:19]=1)[CH3:17].FC1C(OC(N(C)C)=[N+](C)C)=C(F)C(F)=C(F)C=1F.F[P-](F)(F)(F)(F)F.C(N(C(C)C)CC)(C)C.[CH2:63]=[C:64]1[CH2:69][CH2:68][NH:67][CH2:66][CH2:65]1. (2) Given the product [F:1][C:2]1[CH:9]=[CH:8][C:5]([CH2:6][N:21]2[C:29]3[C:24](=[CH:25][CH:26]=[C:27]([CH2:30][C:31]([OH:33])=[O:32])[CH:28]=3)[CH:23]=[CH:22]2)=[C:4]([C:10]([F:13])([F:12])[F:11])[CH:3]=1.[CH2:14]([N:21]1[C:29]2[C:24](=[CH:25][CH:26]=[C:27]([CH2:30][C:31]([OH:33])=[O:32])[CH:28]=2)[CH:23]=[CH:22]1)[C:15]1[CH:16]=[CH:17][CH:18]=[CH:19][CH:20]=1, predict the reactants needed to synthesize it. The reactants are: [F:1][C:2]1[CH:9]=[CH:8][C:5]([CH2:6]Br)=[C:4]([C:10]([F:13])([F:12])[F:11])[CH:3]=1.[CH2:14]([N:21]1[C:29]2[C:24](=[CH:25][CH:26]=[C:27]([CH2:30][C:31]([OH:33])=[O:32])[CH:28]=2)[CH:23]=[CH:22]1)[C:15]1[CH:20]=[CH:19][CH:18]=[CH:17][CH:16]=1.